This data is from Forward reaction prediction with 1.9M reactions from USPTO patents (1976-2016). The task is: Predict the product of the given reaction. (1) Given the reactants [Br:1][C:2]1[C:18]([O:19][CH3:20])=[CH:17][C:5]2[CH2:6][CH2:7][C:8]3[C:12]([C:4]=2[CH:3]=1)=[N:11][NH:10][C:9]=3[C:13]([O:15][CH3:16])=[O:14].CC(C)([O-])C.[Li+].[C:27]([NH:34][CH2:35][CH2:36][CH2:37]Br)([O:29][C:30]([CH3:33])([CH3:32])[CH3:31])=[O:28], predict the reaction product. The product is: [Br:1][C:2]1[C:18]([O:19][CH3:20])=[CH:17][C:5]2[CH2:6][CH2:7][C:8]3[C:12]([C:4]=2[CH:3]=1)=[N:11][N:10]([CH2:37][CH2:36][CH2:35][NH:34][C:27]([O:29][C:30]([CH3:31])([CH3:33])[CH3:32])=[O:28])[C:9]=3[C:13]([O:15][CH3:16])=[O:14]. (2) Given the reactants [O:1]1[C:5]2[CH:6]=[CH:7][C:8]([C:10]3([C:13]([NH:15][C:16]4[CH:17]=[N:18][C:19]([CH2:22][C:23]5[CH:28]=[CH:27][CH:26]=[CH:25][C:24]=5OC)=[CH:20][CH:21]=4)=[O:14])[CH2:12][CH2:11]3)=[CH:9][C:4]=2[O:3][CH2:2]1.[Cl-].[Cl:32]C1C=CC=CC=1C[Zn+].O1C2C=CC(C3(C(NC4C=NC(Br)=CC=4)=O)CC3)=CC=2OC1, predict the reaction product. The product is: [O:1]1[C:5]2[CH:6]=[CH:7][C:8]([C:10]3([C:13]([NH:15][C:16]4[CH:17]=[N:18][C:19]([CH2:22][C:23]5[CH:28]=[CH:27][CH:26]=[CH:25][C:24]=5[Cl:32])=[CH:20][CH:21]=4)=[O:14])[CH2:12][CH2:11]3)=[CH:9][C:4]=2[O:3][CH2:2]1. (3) Given the reactants C([Li])CCC.[CH:6]([NH:9]C(C)C)(C)C.[CH3:13][C:14]1[CH:19]=[C:18]([CH3:20])[CH:17]=[CH:16][C:15]=1[C:21]1[N:29]=[C:28]([S:30][CH3:31])[N:27]=[C:26]2[C:22]=1[N:23]=[CH:24][N:25]2C1CCCCO1.C1(C)C=CC(S(C#N)(=O)=O)=CC=1, predict the reaction product. The product is: [CH3:13][C:14]1[CH:19]=[C:18]([CH3:20])[CH:17]=[CH:16][C:15]=1[C:21]1[N:29]=[C:28]([S:30][CH3:31])[N:27]=[C:26]2[C:22]=1[N:23]=[C:24]([C:6]#[N:9])[NH:25]2. (4) Given the reactants [CH3:1][O:2][C:3]([C:5]1[NH:15][C:8]2=[CH:9][N:10]=[C:11]([O:13][CH3:14])[CH:12]=[C:7]2[C:6]=1[C:16]1[C:17]([O:22][CH3:23])=[N:18][CH:19]=[CH:20][CH:21]=1)=[O:4].[F:24][C:25]1[CH:32]=[CH:31][CH:30]=[CH:29][C:26]=1[CH2:27]Cl.C(=O)([O-])[O-].[Cs+].[Cs+].C(OCC)(=O)C, predict the reaction product. The product is: [CH3:1][O:2][C:3]([C:5]1[N:15]([CH2:27][C:26]2[CH:29]=[CH:30][CH:31]=[CH:32][C:25]=2[F:24])[C:8]2=[CH:9][N:10]=[C:11]([O:13][CH3:14])[CH:12]=[C:7]2[C:6]=1[C:16]1[C:17]([O:22][CH3:23])=[N:18][CH:19]=[CH:20][CH:21]=1)=[O:4]. (5) Given the reactants Cl(O)(=O)(=O)=O.[C:6]1([CH3:24])[CH:11]=[C:10]([CH3:12])[CH:9]=[C:8]([CH3:13])[C:7]=1[S:14]([O:17]/[N:18]=C(\OCC)/C)(=[O:16])=[O:15].[NH2:25][C:26]1[CH:27]=[C:28]([CH:33]=[CH:34][N:35]=1)[C:29]([O:31][CH3:32])=[O:30].NC1C=C(C=CN=1)C([O-])=O, predict the reaction product. The product is: [CH3:13][C:8]1[CH:9]=[C:10]([CH3:12])[CH:11]=[C:6]([CH3:24])[C:7]=1[S:14]([O-:17])(=[O:16])=[O:15].[NH2:18][N:35]1[CH:34]=[CH:33][C:28]([C:29]([O:31][CH3:32])=[O:30])=[CH:27][C:26]1=[NH2+:25]. (6) The product is: [CH2:21]([O:23][C:24](=[O:29])[C:25]1[C:3]([C:2]([F:20])([F:19])[F:1])=[CH:4][C:5]([C:7]2[CH:12]=[CH:11][C:10]([O:13][C:14]([F:17])([F:16])[F:15])=[CH:9][CH:8]=2)=[N:28][C:26]=1[CH3:27])[CH3:22]. Given the reactants [F:1][C:2]([F:20])([F:19])/[C:3](/O)=[CH:4]/[C:5]([C:7]1[CH:12]=[CH:11][C:10]([O:13][C:14]([F:17])([F:16])[F:15])=[CH:9][CH:8]=1)=O.[CH2:21]([O:23][C:24](=[O:29])/[CH:25]=[C:26](\[NH2:28])/[CH3:27])[CH3:22], predict the reaction product. (7) Given the reactants [CH:1]1([N:4]2[CH2:9][C:8]3([CH2:14][CH2:13][N:12]([CH:15]([C:19]4[CH:24]=[CH:23][C:22]([C:25]5[CH:34]=[C:33]6[C:28]([CH:29]=[CH:30][CH:31]=[N:32]6)=[CH:27][CH:26]=5)=[CH:21][C:20]=4[F:35])[C:16](O)=[O:17])[CH2:11][CH2:10]3)[O:7][CH2:6][C:5]2=[O:36])[CH2:3][CH2:2]1.Cl.[CH3:38][N:39](C)[CH2:40]CCN=C=NCC.Cl.CNC, predict the reaction product. The product is: [CH:1]1([N:4]2[CH2:9][C:8]3([CH2:10][CH2:11][N:12]([CH:15]([C:19]4[CH:24]=[CH:23][C:22]([C:25]5[CH:34]=[C:33]6[C:28]([CH:29]=[CH:30][CH:31]=[N:32]6)=[CH:27][CH:26]=5)=[CH:21][C:20]=4[F:35])[C:16]([N:39]([CH3:40])[CH3:38])=[O:17])[CH2:13][CH2:14]3)[O:7][CH2:6][C:5]2=[O:36])[CH2:3][CH2:2]1.